Dataset: Full USPTO retrosynthesis dataset with 1.9M reactions from patents (1976-2016). Task: Predict the reactants needed to synthesize the given product. (1) Given the product [N:38]1([C:41]2[C:46]([NH:47][C:55]3[C:64]4[C:59](=[CH:60][C:61]([F:66])=[CH:62][C:63]=4[F:65])[N:58]=[C:57]([C:67]4[C:72]([CH3:73])=[CH:71][CH:70]=[CH:69][N:68]=4)[C:56]=3[CH3:74])=[CH:45][C:44]([N:48]3[CH2:49][CH2:50][O:51][CH2:52][CH2:53]3)=[CH:43][N:42]=2)[CH2:39][CH2:40][O:35][CH2:36][CH2:37]1, predict the reactants needed to synthesize it. The reactants are: C1(P(C2CCCCC2)C2C=CC=CC=2C2C(C(C)C)=CC(C(C)C)=CC=2C(C)C)CCCCC1.[O:35]1[CH2:40][CH2:39][N:38]([C:41]2[C:46]([NH2:47])=[CH:45][C:44]([N:48]3[CH2:53][CH2:52][O:51][CH2:50][CH2:49]3)=[CH:43][N:42]=2)[CH2:37][CH2:36]1.Cl[C:55]1[C:64]2[C:59](=[CH:60][C:61]([F:66])=[CH:62][C:63]=2[F:65])[N:58]=[C:57]([C:67]2[C:72]([CH3:73])=[CH:71][CH:70]=[CH:69][N:68]=2)[C:56]=1[CH3:74].CC(C)([O-])C.[Na+]. (2) Given the product [CH2:15]([S:17][C:18]1[CH:25]=[CH:24][CH:23]=[CH:22][C:19]=1[C:20]1[NH:6][C:4](=[O:5])[C:3]2[C:2](=[CH:10][C:9]([C:11]([F:12])([F:13])[F:14])=[CH:8][CH:7]=2)[N:1]=1)[CH3:16], predict the reactants needed to synthesize it. The reactants are: [NH2:1][C:2]1[CH:10]=[C:9]([C:11]([F:14])([F:13])[F:12])[CH:8]=[CH:7][C:3]=1[C:4]([NH2:6])=[O:5].[CH2:15]([S:17][C:18]1[CH:25]=[CH:24][CH:23]=[CH:22][C:19]=1[CH:20]=O)[CH3:16].S(=O)(O)[O-].[Na+].C(=O)(O)[O-].[Na+]. (3) Given the product [CH3:1][O:2][C:3](=[O:13])[C:4]1[CH:9]=[C:8]([Cl:10])[CH:7]=[C:6]([CH3:11])[C:5]=1[O:12][CH:21]1[CH2:24][CH2:23][CH2:22]1, predict the reactants needed to synthesize it. The reactants are: [CH3:1][O:2][C:3](=[O:13])[C:4]1[CH:9]=[C:8]([Cl:10])[CH:7]=[C:6]([CH3:11])[C:5]=1[OH:12].C([O-])([O-])=O.[K+].[K+].Br[CH:21]1[CH2:24][CH2:23][CH2:22]1. (4) Given the product [Cl:1][C:2]1[CH:7]=[C:6]([CH:5]=[CH:4][C:3]=1[O:11][C:12]1[CH:17]=[CH:16][CH:15]=[C:14]([O:18][C:19]2[CH:20]=[CH:21][CH:22]=[CH:23][CH:24]=2)[CH:13]=1)[NH2:8], predict the reactants needed to synthesize it. The reactants are: [Cl:1][C:2]1[CH:7]=[C:6]([N+:8]([O-])=O)[CH:5]=[CH:4][C:3]=1[O:11][C:12]1[CH:17]=[CH:16][CH:15]=[C:14]([O:18][C:19]2[CH:24]=[CH:23][CH:22]=[CH:21][CH:20]=2)[CH:13]=1.O.[Cl-].[Ca+2].[Cl-]. (5) The reactants are: [Cl:1][C:2]1[CH:3]=[CH:4][C:5]([C:25]#[N:26])=[C:6]([C:8]2[C:13]([O:14][CH3:15])=[CH:12][N:11]([CH2:16][C:17]([O:19][C:20]([CH3:23])([CH3:22])[CH3:21])=[O:18])[C:10](=[O:24])[CH:9]=2)[CH:7]=1.FC(F)(F)S(O[CH2:33][CH:34]([F:36])[F:35])(=O)=O. Given the product [Cl:1][C:2]1[CH:3]=[CH:4][C:5]([C:25]#[N:26])=[C:6]([C:8]2[C:13]([O:14][CH3:15])=[CH:12][N:11]([CH:16]([CH2:33][CH:34]([F:36])[F:35])[C:17]([O:19][C:20]([CH3:21])([CH3:22])[CH3:23])=[O:18])[C:10](=[O:24])[CH:9]=2)[CH:7]=1, predict the reactants needed to synthesize it. (6) Given the product [C:14]([O:17][CH2:12][C:3]1[CH:4]=[C:5]([CH:10]=[CH:11][C:2]=1[Br:1])[C:6]([O:8][CH3:9])=[O:7])(=[O:16])[CH3:15], predict the reactants needed to synthesize it. The reactants are: [Br:1][C:2]1[CH:11]=[CH:10][C:5]([C:6]([O:8][CH3:9])=[O:7])=[CH:4][C:3]=1[CH2:12]Br.[C:14]([O-:17])(=[O:16])[CH3:15].[Na+].